This data is from Catalyst prediction with 721,799 reactions and 888 catalyst types from USPTO. The task is: Predict which catalyst facilitates the given reaction. (1) Reactant: [C:1]([CH2:3][C:4]1[CH:5]=[C:6]([CH:11]=[CH:12][CH:13]=1)[C:7]([O:9][CH3:10])=[O:8])#[N:2].[H-].[Na+].Br[CH2:17][CH2:18][O:19][CH2:20][CH2:21]Br. Product: [C:1]([C:3]1([C:4]2[CH:5]=[C:6]([CH:11]=[CH:12][CH:13]=2)[C:7]([O:9][CH3:10])=[O:8])[CH2:21][CH2:20][O:19][CH2:18][CH2:17]1)#[N:2]. The catalyst class is: 16. (2) Reactant: [CH2:1]([N:3]1[C:12]2[C:11](=[O:13])[NH:10][CH2:9][C:8]([C:14]3[CH:19]=[CH:18][CH:17]=[CH:16][C:15]=3[O:20]C)=[N:7][C:6]=2[C:5]([CH3:22])=[N:4]1)[CH3:2].B(Br)(Br)Br. Product: [CH2:1]([N:3]1[C:12]2[C:11](=[O:13])[NH:10][CH2:9][C:8]([C:14]3[CH:19]=[CH:18][CH:17]=[CH:16][C:15]=3[OH:20])=[N:7][C:6]=2[C:5]([CH3:22])=[N:4]1)[CH3:2]. The catalyst class is: 4. (3) Reactant: C(O)(=O)CC.[BH4-].[Na+].[CH2:8]([O:15][C:16]([C@@H:18]1[CH2:23][CH2:22][C:21](=[N:24][O:25][CH2:26][C:27]2[CH:32]=[CH:31][CH:30]=[CH:29][CH:28]=2)[CH2:20][N:19]1CC1C=CC=CC=1)=[O:17])[C:9]1[CH:14]=[CH:13][CH:12]=[CH:11][CH:10]=1.S(=O)(=O)(O)O.O.O.[C:47]([OH:52])(=[O:51])[C:48]([OH:50])=[O:49]. Product: [C:47]([OH:52])(=[O:51])[C:48]([OH:50])=[O:49].[CH2:26]([O:25][NH:24][C@H:21]1[CH2:20][NH:19][C@H:18]([C:16]([O:15][CH2:8][C:9]2[CH:10]=[CH:11][CH:12]=[CH:13][CH:14]=2)=[O:17])[CH2:23][CH2:22]1)[C:27]1[CH:32]=[CH:31][CH:30]=[CH:29][CH:28]=1. The catalyst class is: 370.